Dataset: Reaction yield outcomes from USPTO patents with 853,638 reactions. Task: Predict the reaction yield, written as a fraction of the theoretical maximum amount of product (1.0 means a 100% yield; for example, 0.34 means a 34% yield). (1) The reactants are [OH-].[Na+].O.NN.[Br:6][C:7]1[CH:8]=[C:9]([Cl:17])[C:10]([OH:16])=[C:11]([C:13](=O)[CH3:14])[CH:12]=1. The catalyst is C(O)COCCOCCO. The product is [Br:6][C:7]1[CH:12]=[C:11]([CH2:13][CH3:14])[C:10]([OH:16])=[C:9]([Cl:17])[CH:8]=1. The yield is 0.830. (2) The reactants are C[O:2][C:3]1[CH:4]=[C:5]2[C:10](=[CH:11][CH:12]=1)[C:9]([O:13][C:14]1[CH:28]=[CH:27][C:17]([O:18][CH2:19][CH2:20][N:21]3[CH2:26][CH2:25][CH2:24][CH2:23][CH2:22]3)=[CH:16][CH:15]=1)=[C:8]([C:29]1[CH:34]=[CH:33][C:32]([S:35][CH3:36])=[C:31]([CH3:37])[CH:30]=1)[CH:7]=[CH:6]2.Cl.B(Br)(Br)Br.O. The catalyst is C(OCC)(=O)C.C(OCC)C. The product is [CH3:37][C:31]1[CH:30]=[C:29]([C:8]2[C:9]([O:13][C:14]3[CH:28]=[CH:27][C:17]([O:18][CH2:19][CH2:20][N:21]4[CH2:26][CH2:25][CH2:24][CH2:23][CH2:22]4)=[CH:16][CH:15]=3)=[C:10]3[C:5](=[CH:6][CH:7]=2)[CH:4]=[C:3]([OH:2])[CH:12]=[CH:11]3)[CH:34]=[CH:33][C:32]=1[S:35][CH3:36]. The yield is 0.920. (3) The reactants are [CH2:1]([C:5]1[N:10]2[N:11]=[CH:12][CH:13]=[C:9]2[N:8]([C@H:14]2[CH2:19][CH2:18][C@H:17]([O:20][CH2:21][C:22]([OH:25])([CH3:24])[CH3:23])[CH2:16][CH2:15]2)[C:7](=[O:26])[C:6]=1[CH2:27][C:28]1[CH:33]=[CH:32][C:31]([C:34]2[C:35]([C:40]#[N:41])=[CH:36][CH:37]=[CH:38][CH:39]=2)=[CH:30][CH:29]=1)[CH2:2][CH2:3][CH3:4].C[Si]([N:46]=[N+:47]=[N-:48])(C)C.C([Sn](=O)CCCC)CCC.C1(C)C=CC=CC=1. The catalyst is O.C(OCC)(=O)C. The product is [CH2:1]([C:5]1[N:10]2[N:11]=[CH:12][CH:13]=[C:9]2[N:8]([C@H:14]2[CH2:19][CH2:18][C@H:17]([O:20][CH2:21][C:22]([OH:25])([CH3:23])[CH3:24])[CH2:16][CH2:15]2)[C:7](=[O:26])[C:6]=1[CH2:27][C:28]1[CH:33]=[CH:32][C:31]([C:34]2[CH:39]=[CH:38][CH:37]=[CH:36][C:35]=2[C:40]2[NH:48][N:47]=[N:46][N:41]=2)=[CH:30][CH:29]=1)[CH2:2][CH2:3][CH3:4]. The yield is 0.460. (4) The reactants are [CH2:1]([C:4]1[C:12]([OH:13])=[C:11]2[C:7]([CH2:8][O:9][C:10]2=[O:14])=[C:6]([CH3:15])[C:5]=1[CH2:16][CH3:17])[CH:2]=[CH2:3].C1C=CC(P(C2C=CC=CC=2)C2C=CC=CC=2)=CC=1.[CH3:37][Si:38]([CH3:43])([CH3:42])[CH2:39][CH2:40]O.N(C(OC(C)C)=O)=NC(OC(C)C)=O. The catalyst is C1COCC1. The product is [CH2:1]([C:4]1[C:12]([O:13][CH2:40][CH2:39][Si:38]([CH3:43])([CH3:42])[CH3:37])=[C:11]2[C:7]([CH2:8][O:9][C:10]2=[O:14])=[C:6]([CH3:15])[C:5]=1[CH2:16][CH3:17])[CH:2]=[CH2:3]. The yield is 0.920. (5) No catalyst specified. The yield is 0.600. The reactants are [Cl:1][C:2]1[N:7]=[C:6]([CH2:8][C:9]([C:11]2[C:12]([F:29])=[C:13]([NH:17][S:18]([C:21]3[CH:26]=[C:25]([F:27])[CH:24]=[CH:23][C:22]=3[F:28])(=[O:20])=[O:19])[CH:14]=[CH:15][CH:16]=2)=O)[CH:5]=[CH:4][N:3]=1.[NH2:30][C:31]([CH:33]1[CH2:38][CH2:37][N:36]([C:39]([O:41][C:42]([CH3:45])([CH3:44])[CH3:43])=[O:40])[CH2:35][CH2:34]1)=[S:32]. The product is [Cl:1][C:2]1[N:7]=[C:6]([C:8]2[S:32][C:31]([CH:33]3[CH2:38][CH2:37][N:36]([C:39]([O:41][C:42]([CH3:45])([CH3:44])[CH3:43])=[O:40])[CH2:35][CH2:34]3)=[N:30][C:9]=2[C:11]2[CH:16]=[CH:15][CH:14]=[C:13]([NH:17][S:18]([C:21]3[CH:26]=[C:25]([F:27])[CH:24]=[CH:23][C:22]=3[F:28])(=[O:20])=[O:19])[C:12]=2[F:29])[CH:5]=[CH:4][N:3]=1.